Dataset: Reaction yield outcomes from USPTO patents with 853,638 reactions. Task: Predict the reaction yield, written as a fraction of the theoretical maximum amount of product (1.0 means a 100% yield; for example, 0.34 means a 34% yield). (1) The reactants are [CH3:1][O:2][C:3]1[CH:8]=[CH:7][CH:6]=[CH:5][C:4]=1[C:9]1[N:14]=[CH:13][N:12]=[C:11]([NH:15][C:16]([CH:18]2[CH2:23][CH2:22][NH:21][CH2:20][CH2:19]2)=[O:17])[CH:10]=1.[CH3:24][S:25]([OH:28])(=[O:27])=[O:26]. The catalyst is CO.C(Cl)(Cl)Cl. The product is [CH3:24][S:25]([OH:28])(=[O:27])=[O:26].[CH3:1][O:2][C:3]1[CH:8]=[CH:7][CH:6]=[CH:5][C:4]=1[C:9]1[N:14]=[CH:13][N:12]=[C:11]([NH:15][C:16]([CH:18]2[CH2:23][CH2:22][NH:21][CH2:20][CH2:19]2)=[O:17])[CH:10]=1. The yield is 0.890. (2) The reactants are [C:1]([N:8]=P(C1C=CC=CC=1)(C1C=CC=CC=1)C1C=CC=CC=1)([O:3][C:4]([CH3:7])([CH3:6])[CH3:5])=[O:2].[Br:28][C:29]1[CH:30]=[CH:31][C:32]([F:40])=[C:33]([C:35](=O)[CH:36]([F:38])[F:37])[CH:34]=1. The catalyst is C1(C)C=CC=CC=1. The product is [Br:28][C:29]1[CH:30]=[CH:31][C:32]([F:40])=[C:33](/[C:35](=[N:8]/[C:1](=[O:2])[O:3][C:4]([CH3:7])([CH3:6])[CH3:5])/[CH:36]([F:38])[F:37])[CH:34]=1. The yield is 0.670. (3) The reactants are [Cl:1][C:2]1[N:3]=[C:4]([N:9]2[CH2:13][CH2:12][CH:11]([OH:14])[CH2:10]2)[S:5][C:6]=1[CH:7]=O.[CH:15]([NH:18][C:19]([C@@H:21]1[C@H:26]([NH:27][C:28]2[C:33]([Cl:34])=[CH:32][N:31]=[C:30]([NH2:35])[C:29]=2[NH2:36])[C@@H:25]2[CH2:37][C@H:22]1[CH:23]=[CH:24]2)=[O:20])([CH3:17])[CH3:16].C([O-])(=O)C.[NH4+]. No catalyst specified. The product is [CH:15]([NH:18][C:19]([C@@H:21]1[C@H:26]([NH:27][C:28]2[C:33]([Cl:34])=[CH:32][N:31]=[C:30]3[N:35]=[C:7]([C:6]4[S:5][C:4]([N:9]5[CH2:13][CH2:12][C@@H:11]([OH:14])[CH2:10]5)=[N:3][C:2]=4[Cl:1])[NH:36][C:29]=23)[C@@H:25]2[CH2:37][C@H:22]1[CH:23]=[CH:24]2)=[O:20])([CH3:17])[CH3:16]. The yield is 0.0700.